This data is from Reaction yield outcomes from USPTO patents with 853,638 reactions. The task is: Predict the reaction yield, written as a fraction of the theoretical maximum amount of product (1.0 means a 100% yield; for example, 0.34 means a 34% yield). (1) The reactants are [CH3:1][O:2][C:3]1[C:4]([O:12][CH2:13][CH2:14][CH3:15])=[C:5]([CH:9]=[CH:10][CH:11]=1)[CH2:6]CN.[C:16](Cl)(=[O:19])[CH:17]=[CH2:18].C[CH2:22][N:23](CC)CC. The catalyst is C(Cl)Cl. The product is [CH3:1][O:2][C:3]1[C:4]([O:12][CH2:13][CH2:14][CH3:15])=[C:5]([CH:9]=[CH:10][CH:11]=1)[CH2:6][N:23]([CH3:22])[C:16](=[O:19])[CH:17]=[CH2:18]. The yield is 0.880. (2) The reactants are Cl.[N:2]1[CH:7]=[CH:6][C:5]([CH2:8][C:9]#[N:10])=[CH:4][CH:3]=1.[F:11][C:12]1[CH:19]=[CH:18][C:15]([CH:16]=O)=[CH:14][CH:13]=1.C(=O)([O-])[O-].[K+].[K+]. The catalyst is CO.O. The yield is 0.970. The product is [F:11][C:12]1[CH:19]=[CH:18][C:15]([CH:16]=[C:8]([C:5]2[CH:6]=[CH:7][N:2]=[CH:3][CH:4]=2)[C:9]#[N:10])=[CH:14][CH:13]=1.